From a dataset of NCI-60 drug combinations with 297,098 pairs across 59 cell lines. Regression. Given two drug SMILES strings and cell line genomic features, predict the synergy score measuring deviation from expected non-interaction effect. (1) Drug 1: CC1=C2C(C(=O)C3(C(CC4C(C3C(C(C2(C)C)(CC1OC(=O)C(C(C5=CC=CC=C5)NC(=O)C6=CC=CC=C6)O)O)OC(=O)C7=CC=CC=C7)(CO4)OC(=O)C)O)C)OC(=O)C. Drug 2: C1CNP(=O)(OC1)N(CCCl)CCCl. Cell line: MDA-MB-435. Synergy scores: CSS=32.4, Synergy_ZIP=-8.57, Synergy_Bliss=-15.1, Synergy_Loewe=-62.1, Synergy_HSA=-14.4. (2) Drug 1: CNC(=O)C1=CC=CC=C1SC2=CC3=C(C=C2)C(=NN3)C=CC4=CC=CC=N4. Drug 2: CC1=C(C=C(C=C1)NC(=O)C2=CC=C(C=C2)CN3CCN(CC3)C)NC4=NC=CC(=N4)C5=CN=CC=C5. Cell line: NCI-H522. Synergy scores: CSS=11.3, Synergy_ZIP=-2.42, Synergy_Bliss=-0.114, Synergy_Loewe=-3.39, Synergy_HSA=-1.37. (3) Drug 1: CC1=C2C(C(=O)C3(C(CC4C(C3C(C(C2(C)C)(CC1OC(=O)C(C(C5=CC=CC=C5)NC(=O)C6=CC=CC=C6)O)O)OC(=O)C7=CC=CC=C7)(CO4)OC(=O)C)O)C)OC(=O)C. Drug 2: CN1C2=C(C=C(C=C2)N(CCCl)CCCl)N=C1CCCC(=O)O.Cl. Cell line: MDA-MB-435. Synergy scores: CSS=33.4, Synergy_ZIP=-3.22, Synergy_Bliss=-5.33, Synergy_Loewe=-61.4, Synergy_HSA=-6.19. (4) Drug 1: CCCCC(=O)OCC(=O)C1(CC(C2=C(C1)C(=C3C(=C2O)C(=O)C4=C(C3=O)C=CC=C4OC)O)OC5CC(C(C(O5)C)O)NC(=O)C(F)(F)F)O. Drug 2: C1CN1C2=NC(=NC(=N2)N3CC3)N4CC4. Cell line: SNB-75. Synergy scores: CSS=51.1, Synergy_ZIP=4.19, Synergy_Bliss=7.55, Synergy_Loewe=-13.1, Synergy_HSA=1.29. (5) Drug 1: CC(CN1CC(=O)NC(=O)C1)N2CC(=O)NC(=O)C2. Synergy scores: CSS=53.9, Synergy_ZIP=-14.3, Synergy_Bliss=-4.53, Synergy_Loewe=-1.30, Synergy_HSA=-0.392. Drug 2: CN(CCCl)CCCl.Cl. Cell line: ACHN. (6) Drug 1: CC12CCC3C(C1CCC2=O)CC(=C)C4=CC(=O)C=CC34C. Drug 2: CC1OCC2C(O1)C(C(C(O2)OC3C4COC(=O)C4C(C5=CC6=C(C=C35)OCO6)C7=CC(=C(C(=C7)OC)O)OC)O)O. Cell line: HS 578T. Synergy scores: CSS=56.7, Synergy_ZIP=7.19, Synergy_Bliss=7.85, Synergy_Loewe=9.02, Synergy_HSA=10.1. (7) Drug 1: C1=CN(C=N1)CC(O)(P(=O)(O)O)P(=O)(O)O. Drug 2: C(=O)(N)NO. Cell line: K-562. Synergy scores: CSS=-3.91, Synergy_ZIP=5.06, Synergy_Bliss=9.17, Synergy_Loewe=-1.45, Synergy_HSA=-0.334. (8) Drug 1: CC1=C2C(C(=O)C3(C(CC4C(C3C(C(C2(C)C)(CC1OC(=O)C(C(C5=CC=CC=C5)NC(=O)OC(C)(C)C)O)O)OC(=O)C6=CC=CC=C6)(CO4)OC(=O)C)OC)C)OC. Drug 2: C1CCC(C1)C(CC#N)N2C=C(C=N2)C3=C4C=CNC4=NC=N3. Cell line: M14. Synergy scores: CSS=53.6, Synergy_ZIP=10.2, Synergy_Bliss=10.7, Synergy_Loewe=-31.1, Synergy_HSA=5.25.